From a dataset of Catalyst prediction with 721,799 reactions and 888 catalyst types from USPTO. Predict which catalyst facilitates the given reaction. (1) Reactant: [CH3:1][C:2]1[C:7]([OH:8])=[CH:6][CH:5]=[C:4]([CH3:9])[N:3]=1.C([O-])([O-])=O.[Cs+].[Cs+].[F:16][C:17]1[CH:18]=[C:19]([N+:24]([O-:26])=[O:25])[CH:20]=[CH:21][C:22]=1F. Product: [F:16][C:17]1[CH:18]=[C:19]([N+:24]([O-:26])=[O:25])[CH:20]=[CH:21][C:22]=1[O:8][C:7]1[C:2]([CH3:1])=[N:3][C:4]([CH3:9])=[CH:5][CH:6]=1. The catalyst class is: 1. (2) Product: [NH2:28][CH2:2][C:3]1[N:12]=[C:11]([N:13]([C:15]2[CH:20]=[CH:19][C:18]([O:21][CH2:22][CH3:23])=[CH:17][CH:16]=2)[CH3:14])[C:10]2[C:5](=[CH:6][CH:7]=[CH:8][CH:9]=2)[N:4]=1. Reactant: Cl[CH2:2][C:3]1[N:12]=[C:11]([N:13]([C:15]2[CH:20]=[CH:19][C:18]([O:21][CH2:22][CH3:23])=[CH:17][CH:16]=2)[CH3:14])[C:10]2[C:5](=[CH:6][CH:7]=[CH:8][CH:9]=2)[N:4]=1.C1(=O)[NH:28]C(=O)C2=CC=CC=C12.[K].O.NN. The catalyst class is: 31. (3) Reactant: [OH:1][C:2]1[CH:9]=[CH:8][C:5]([CH2:6][OH:7])=[CH:4][CH:3]=1.[OH-].[K+].[CH3:12][CH2:13][CH2:14]Br.O. Product: [CH2:12]([O:1][C:2]1[CH:9]=[CH:8][C:5]([CH2:6][OH:7])=[CH:4][CH:3]=1)[CH2:13][CH3:14]. The catalyst class is: 16. (4) Reactant: [CH2:1]([O:3][C:4]1[CH:12]=[CH:11][C:7]([C:8]([OH:10])=O)=[CH:6][C:5]=1[N+:13]([O-:15])=[O:14])[CH3:2].C1C=CC2N(O)N=NC=2C=1.CCN=C=NCCCN(C)C.O[N:38]=[C:39]([C:41]1[C:42]2[CH2:43][CH2:44][CH:45]([OH:50])[C:46]=2[CH:47]=[CH:48][CH:49]=1)[NH2:40].[Na+].[Cl-]. Product: [CH2:1]([O:3][C:4]1[CH:12]=[CH:11][C:7]([C:8]2[O:10][N:40]=[C:39]([C:41]3[CH:49]=[CH:48][CH:47]=[C:46]4[C:42]=3[CH2:43][CH2:44][CH:45]4[OH:50])[N:38]=2)=[CH:6][C:5]=1[N+:13]([O-:15])=[O:14])[CH3:2]. The catalyst class is: 3. (5) The catalyst class is: 22. Reactant: [CH3:1][C:2]1([CH3:9])[O:6][CH:5]([CH2:7][NH2:8])[CH2:4][O:3]1.C(N(CC)CC)C.[Br:17][C:18]1[S:22][C:21]([S:23](Cl)(=[O:25])=[O:24])=[CH:20][CH:19]=1. Product: [Br:17][C:18]1[S:22][C:21]([S:23]([NH:8][CH2:7][CH:5]2[CH2:4][O:3][C:2]([CH3:9])([CH3:1])[O:6]2)(=[O:25])=[O:24])=[CH:20][CH:19]=1. (6) Reactant: [CH:1]1[C:13]2[CH:12]([CH2:14][O:15][C:16](=[O:48])[NH:17][C:18]3[CH:23]=[CH:22][C:21]([NH:24][C:25](=[O:39])[CH2:26][CH2:27][CH2:28][CH2:29][CH:30]4[CH:37]5[CH:33]([NH:34][C:35](=[O:38])[NH:36]5)[CH2:32][S:31]4)=[C:20]([O:40]CC4C=CC=CC=4)[CH:19]=3)[C:11]3[C:6](=[CH:7][CH:8]=[CH:9][CH:10]=3)[C:5]=2[CH:4]=[CH:3][CH:2]=1.C1(SC)C=CC=CC=1. Product: [CH:1]1[C:13]2[CH:12]([CH2:14][O:15][C:16](=[O:48])[NH:17][C:18]3[CH:23]=[CH:22][C:21]([NH:24][C:25](=[O:39])[CH2:26][CH2:27][CH2:28][CH2:29][CH:30]4[CH:37]5[CH:33]([NH:34][C:35](=[O:38])[NH:36]5)[CH2:32][S:31]4)=[C:20]([OH:40])[CH:19]=3)[C:11]3[C:6](=[CH:7][CH:8]=[CH:9][CH:10]=3)[C:5]=2[CH:4]=[CH:3][CH:2]=1. The catalyst class is: 484.